This data is from Reaction yield outcomes from USPTO patents with 853,638 reactions. The task is: Predict the reaction yield, written as a fraction of the theoretical maximum amount of product (1.0 means a 100% yield; for example, 0.34 means a 34% yield). (1) The yield is 0.400. The catalyst is C(Cl)Cl. The reactants are FC(F)(F)C(O)=O.[Cl:8][C:9]1[CH:10]=[C:11]([CH:15]2[C:19]([C:22]3[CH:27]=[CH:26][C:25]([Cl:28])=[CH:24][CH:23]=3)([C:20]#[N:21])[CH:18]([CH2:29][CH:30]([CH3:32])[CH3:31])[NH:17][CH:16]2[C:33]([OH:35])=O)[CH:12]=[CH:13][CH:14]=1.[NH2:36][CH2:37][CH2:38][CH2:39][OH:40].CN(C(ON1N=NC2C=CC=NC1=2)=[N+](C)C)C.F[P-](F)(F)(F)(F)F.CCN(C(C)C)C(C)C. The product is [OH:40][CH2:39][CH2:38][CH2:37][NH:36][C:33]([CH:16]1[CH:15]([C:11]2[CH:12]=[CH:13][CH:14]=[C:9]([Cl:8])[CH:10]=2)[C:19]([C:22]2[CH:23]=[CH:24][C:25]([Cl:28])=[CH:26][CH:27]=2)([C:20]#[N:21])[CH:18]([CH2:29][CH:30]([CH3:31])[CH3:32])[NH:17]1)=[O:35]. (2) The catalyst is CCOC(C)=O.CN(C=O)C. The reactants are FC(F)(F)[C:3]([OH:5])=[O:4].[CH2:8]([N:10]([CH3:45])[CH2:11][C:12]([N:14](C)[C:15]1[CH:20]=[CH:19][C:18]([N:21]2[CH2:26][CH2:25]C3C(C(F)(F)F)=NN(C4C=C(C=CC=4)C(N)=O)C=3C2=O)=[CH:17][CH:16]=1)=[O:13])C.[CH3:46]N(C)CC(O)=O.C(N(CC)CC)C.F[P-](F)(F)(F)(F)F.N1(O[P+](N2[CH2:92][CH2:91][CH2:90]C2)(N2CCCC2)N2CCCC2)C2C=CC=CC=2N=N1. The yield is 1.10. The product is [CH3:45][N:10]([CH3:8])[CH2:11][C:12]([NH:14][C:15]1[CH:16]=[C:17]2[C:18](=[CH:19][CH:20]=1)[N:21]([C:3]([O:5][C:91]([CH3:90])([CH3:92])[CH3:46])=[O:4])[CH2:26][CH2:25]2)=[O:13]. (3) The reactants are [Cl:1][C:2]1[C:11]2[C:6](=[CH:7][C:8]([NH:12]S(C3C=CC(C)=CC=3)(=O)=O)=[CH:9][CH:10]=2)[CH:5]=[CH:4][N:3]=1.[OH-].[Na+].C(=O)([O-])[O-].[K+].[K+]. The catalyst is S(=O)(=O)(O)O. The product is [NH2:12][C:8]1[CH:7]=[C:6]2[C:11](=[CH:10][CH:9]=1)[C:2]([Cl:1])=[N:3][CH:4]=[CH:5]2. The yield is 0.768. (4) The reactants are [C:1](#[N:5])[CH2:2][C:3]#[N:4].C([O-])([O-])=O.[K+].[K+].Cl[C:13]1[N:18]=[C:17]([O:19][C@H:20]([CH3:24])[CH2:21][O:22][CH3:23])[N:16]=[C:15]([N:25]2[CH2:30][CH2:29][CH:28]([CH2:31][O:32][C:33]3[C:34]([NH2:45])=[N:35][CH:36]=[C:37]([C:39]4[N:40]=[CH:41][N:42]([CH3:44])[CH:43]=4)[CH:38]=3)[CH2:27][CH2:26]2)[N:14]=1.C(Cl)Cl. The catalyst is CC#N.CO. The product is [NH2:45][C:34]1[C:33]([O:32][CH2:31][CH:28]2[CH2:29][CH2:30][N:25]([C:15]3[N:16]=[C:17]([O:19][C@H:20]([CH3:24])[CH2:21][O:22][CH3:23])[N:18]=[C:13]([CH:2]([C:1]#[N:5])[C:3]#[N:4])[N:14]=3)[CH2:26][CH2:27]2)=[CH:38][C:37]([C:39]2[N:40]=[CH:41][N:42]([CH3:44])[CH:43]=2)=[CH:36][N:35]=1. The yield is 0.630. (5) The reactants are Cl[CH2:2][C:3]([N:5]1[CH2:10][CH2:9][N:8]([C:11]2[N:16]=[C:15]([N:17]3[CH2:22][CH2:21][CH:20]([CH3:23])[CH2:19][CH2:18]3)[C:14]([N+:24]([O-:26])=[O:25])=[CH:13][CH:12]=2)[CH2:7][CH2:6]1)=[O:4].CCN(CC)CC.[NH:34]1[CH2:39][CH2:38][O:37][CH2:36][CH2:35]1. The catalyst is C(Cl)Cl. The product is [CH3:23][CH:20]1[CH2:19][CH2:18][N:17]([C:15]2[C:14]([N+:24]([O-:26])=[O:25])=[CH:13][CH:12]=[C:11]([N:8]3[CH2:7][CH2:6][N:5]([C:3](=[O:4])[CH2:2][N:34]4[CH2:39][CH2:38][O:37][CH2:36][CH2:35]4)[CH2:10][CH2:9]3)[N:16]=2)[CH2:22][CH2:21]1. The yield is 0.760. (6) The reactants are [Br:1][CH2:2][C:3]([C:5]1[C:6](=[O:16])[O:7][C:8]2[C:13]([CH:14]=1)=[CH:12][CH:11]=[C:10]([F:15])[CH:9]=2)=[O:4].[CH3:17][C:18]1[CH:23]=[CH:22][CH:21]=[CH:20][N:19]=1. The catalyst is CC(C)=O. The product is [Br-:1].[F:15][C:10]1[CH:9]=[C:8]2[C:13]([CH:14]=[C:5]([C:3](=[O:4])[CH2:2][N+:19]3[CH:20]=[CH:21][CH:22]=[CH:23][C:18]=3[CH3:17])[C:6](=[O:16])[O:7]2)=[CH:12][CH:11]=1. The yield is 0.780.